Dataset: Forward reaction prediction with 1.9M reactions from USPTO patents (1976-2016). Task: Predict the product of the given reaction. (1) Given the reactants O[CH2:2][C:3]1[CH:4]=[C:5]([CH:10]=[C:11]([CH3:13])[CH:12]=1)[C:6]([O:8][CH3:9])=[O:7].C(N(CC)CC)C.CS(Cl)(=O)=O.[CH3:26][NH:27][CH2:28][C:29]1[O:33][CH:32]=[CH:31][CH:30]=1, predict the reaction product. The product is: [O:33]1[CH:32]=[CH:31][CH:30]=[C:29]1[CH2:28][N:27]([CH2:2][C:3]1[CH:4]=[C:5]([CH:10]=[C:11]([CH3:13])[CH:12]=1)[C:6]([O:8][CH3:9])=[O:7])[CH3:26]. (2) The product is: [NH4+:5].[OH-:1].[CH3:42][OH:43].[OH:1][CH:2]1[CH2:7][CH2:6][N:5]([C:8]([CH:10]2[CH2:15][CH2:14][CH:13]([NH:16][C:17]3[N:22]=[C:21]([N:23]4[C:27]5[CH:28]=[CH:29][CH:30]=[C:31]([C:35]6[C:34]([CH3:33])=[CH:38][S:37][CH:36]=6)[C:26]=5[N:25]=[N:24]4)[CH:20]=[CH:19][N:18]=3)[CH2:12][CH2:11]2)=[O:9])[CH2:4][CH2:3]1. Given the reactants [OH:1][CH:2]1[CH2:7][CH2:6][N:5]([C:8]([CH:10]2[CH2:15][CH2:14][CH:13]([NH:16][C:17]3[N:22]=[C:21]([N:23]4[C:27]5[CH:28]=[CH:29][CH:30]=[C:31](I)[C:26]=5[N:25]=[N:24]4)[CH:20]=[CH:19][N:18]=3)[CH2:12][CH2:11]2)=[O:9])[CH2:4][CH2:3]1.[CH3:33][C:34]1[C:35](B(O)O)=[CH:36][S:37][CH:38]=1.[C:42]([O-])([O-])=[O:43].[Na+].[Na+].C1(C)C=CC=CC=1, predict the reaction product. (3) Given the reactants Br[C:2]1[CH:3]=[CH:4][C:5]([N+:8]([O-:10])=[O:9])=[N:6][CH:7]=1.[C@H:11]12[CH2:17][C@H:14]([NH:15][CH2:16]1)[CH2:13][N:12]2[C:18]([O:20][C:21]([CH3:24])([CH3:23])[CH3:22])=[O:19], predict the reaction product. The product is: [N+:8]([C:5]1[N:6]=[CH:7][C:2]([N:15]2[CH2:16][C@@H:11]3[CH2:17][C@H:14]2[CH2:13][N:12]3[C:18]([O:20][C:21]([CH3:24])([CH3:23])[CH3:22])=[O:19])=[CH:3][CH:4]=1)([O-:10])=[O:9]. (4) Given the reactants [Cl:1][C:2]1[C:3]([CH2:23][OH:24])=[C:4]([N:8]2[CH:17]=[CH:16][C:15]3[C:10](=[C:11]([F:21])[CH:12]=[C:13]([CH:18]4[CH2:20][CH2:19]4)[CH:14]=3)[C:9]2=[O:22])[CH:5]=[CH:6][CH:7]=1.N1C=CC=CC=1.[C:31](Cl)(=[O:33])[CH3:32].O, predict the reaction product. The product is: [C:31]([O:24][CH2:23][C:3]1[C:4]([N:8]2[CH:17]=[CH:16][C:15]3[C:10](=[C:11]([F:21])[CH:12]=[C:13]([CH:18]4[CH2:20][CH2:19]4)[CH:14]=3)[C:9]2=[O:22])=[CH:5][CH:6]=[CH:7][C:2]=1[Cl:1])(=[O:33])[CH3:32]. (5) Given the reactants [Br:1][C:2]1[CH:3]=[C:4]([CH3:21])[CH:5]=[C:6]2[C:11]=1[NH:10][CH:9]([C:12]([F:15])([F:14])[F:13])[C:8]([C:16]([O:18]CC)=[O:17])=[CH:7]2.[OH-].[Li+].Cl.C(OCC)C, predict the reaction product. The product is: [Br:1][C:2]1[CH:3]=[C:4]([CH3:21])[CH:5]=[C:6]2[C:11]=1[NH:10][CH:9]([C:12]([F:14])([F:15])[F:13])[C:8]([C:16]([OH:18])=[O:17])=[CH:7]2. (6) Given the reactants C[O:2][C:3](=O)[C:4]1[CH:9]=[C:8]([NH:10][CH:11]2[CH2:15][CH2:14][N:13]([C:16]([O:18][C:19]([CH3:22])([CH3:21])[CH3:20])=[O:17])[CH2:12]2)[CH:7]=[N:6][C:5]=1[O:23][C:24]1[CH:29]=[CH:28][C:27]([O:30][C:31]2[CH:36]=[CH:35][CH:34]=[CH:33][CH:32]=2)=[CH:26][CH:25]=1.[NH3:38], predict the reaction product. The product is: [C:19]([O:18][C:16]([N:13]1[CH2:14][CH2:15][CH:11]([NH:10][C:8]2[CH:7]=[N:6][C:5]([O:23][C:24]3[CH:25]=[CH:26][C:27]([O:30][C:31]4[CH:36]=[CH:35][CH:34]=[CH:33][CH:32]=4)=[CH:28][CH:29]=3)=[C:4]([C:3](=[O:2])[NH2:38])[CH:9]=2)[CH2:12]1)=[O:17])([CH3:22])([CH3:20])[CH3:21]. (7) The product is: [CH2:12]([NH:11][C:9]([NH:8][C:5]1[N:6]=[CH:7][C:2]([C:33]2[CH:34]=[N:35][CH:36]=[C:37]([C:38]([O:40][CH2:41][CH3:42])=[O:39])[CH:43]=2)=[C:3]([C:14]2[S:15][CH:16]=[C:17]([C:19]3[CH:24]=[CH:23][CH:22]=[CH:21][CH:20]=3)[N:18]=2)[CH:4]=1)=[O:10])[CH3:13]. Given the reactants Br[C:2]1[C:3]([C:14]2[S:15][CH:16]=[C:17]([C:19]3[CH:24]=[CH:23][CH:22]=[CH:21][CH:20]=3)[N:18]=2)=[CH:4][C:5]([NH:8][C:9]([NH:11][CH2:12][CH3:13])=[O:10])=[N:6][CH:7]=1.CC1(C)C(C)(C)OB([C:33]2[CH:34]=[N:35][CH:36]=[C:37]([CH:43]=2)[C:38]([O:40][CH2:41][CH3:42])=[O:39])O1.C(=O)([O-])[O-].[Cs+].[Cs+], predict the reaction product. (8) Given the reactants [C:1](=[O:20])([O:12][CH2:13][C:14]1[CH:19]=[CH:18][N:17]=[CH:16][CH:15]=1)OC1C=CC([N+]([O-])=O)=CC=1.CCN(C(C)C)C(C)C.[O:30]1[CH2:34][CH2:33][CH2:32][C@H:31]1[CH2:35][NH2:36].[ClH:37].CCOCC, predict the reaction product. The product is: [ClH:37].[O:30]1[CH2:34][CH2:33][CH2:32][C@H:31]1[CH2:35][NH:36][C:1](=[O:20])[O:12][CH2:13][C:14]1[CH:15]=[CH:16][N:17]=[CH:18][CH:19]=1. (9) The product is: [F:12][CH:11]([F:13])[C:5]1[C:6]([C:8]([O:10][CH2:31][CH3:32])=[O:9])=[CH:7][N:3]([C:1]2[N:20]=[CH:19][C:18]([F:21])=[CH:17][N:16]=2)[N:4]=1. Given the reactants [CH2:1]([N:3]1[CH:7]=[C:6]([C:8]([OH:10])=[O:9])[C:5]([CH:11]([F:13])[F:12])=[N:4]1)C.ClC1[N:20]=[CH:19][C:18]([F:21])=[CH:17][N:16]=1.C([O-])([O-])=O.[K+].[K+].O.CN1C(=O)C[CH2:32][CH2:31]1, predict the reaction product. (10) Given the reactants [CH:1]1([C:7]2[S:11][CH:10]=[C:9]([C:12]([OH:14])=O)[CH:8]=2)[CH2:6][CH2:5][CH2:4][CH2:3][CH2:2]1.C(N(CC)CC)C.CN(C(ON1N=NC2C=CC=NC1=2)=[N+](C)C)C.F[P-](F)(F)(F)(F)F.[NH:46]1[CH2:52][CH2:51][CH2:50][CH2:49][CH2:48][CH2:47]1, predict the reaction product. The product is: [N:46]1([C:12]([C:9]2[CH:8]=[C:7]([CH:1]3[CH2:2][CH2:3][CH2:4][CH2:5][CH2:6]3)[S:11][CH:10]=2)=[O:14])[CH2:52][CH2:51][CH2:50][CH2:49][CH2:48][CH2:47]1.